This data is from NCI-60 drug combinations with 297,098 pairs across 59 cell lines. The task is: Regression. Given two drug SMILES strings and cell line genomic features, predict the synergy score measuring deviation from expected non-interaction effect. Drug 1: CC1=C(C=C(C=C1)C(=O)NC2=CC(=CC(=C2)C(F)(F)F)N3C=C(N=C3)C)NC4=NC=CC(=N4)C5=CN=CC=C5. Drug 2: CN(C(=O)NC(C=O)C(C(C(CO)O)O)O)N=O. Cell line: 786-0. Synergy scores: CSS=3.72, Synergy_ZIP=-0.437, Synergy_Bliss=1.30, Synergy_Loewe=1.47, Synergy_HSA=1.00.